From a dataset of Forward reaction prediction with 1.9M reactions from USPTO patents (1976-2016). Predict the product of the given reaction. (1) The product is: [OH:8][C:7]1[CH:9]=[CH:10][CH:11]=[CH:12][C:6]=1[O:5][S:1](=[O:3])(=[O:4])[NH:17][CH:13]1[CH2:16][CH2:15][CH2:14]1. Given the reactants [S:1]([O:5][C:6]1[C:7](=[CH:9][CH:10]=[CH:11][CH:12]=1)[OH:8])([OH:4])(=[O:3])=O.[CH:13]1([NH2:17])[CH2:16][CH2:15][CH2:14]1, predict the reaction product. (2) Given the reactants [CH3:1][C:2]1[N:7]=[CH:6][C:5]([CH2:8][C:9]#[N:10])=[CH:4][N:3]=1.Cl.Cl[C:13]1[CH:18]=[CH:17][N:16]=[CH:15][CH:14]=1.CC([O-])(C)C.[K+], predict the reaction product. The product is: [CH3:1][C:2]1[N:7]=[CH:6][C:5]([CH:8]([C:13]2[CH:18]=[CH:17][N:16]=[CH:15][CH:14]=2)[C:9]#[N:10])=[CH:4][N:3]=1. (3) Given the reactants Br[C:2]1[C:10]2[N:9]3[CH2:11][CH2:12][NH:13][C:14](=[O:15])[C:8]3=[C:7]([CH3:16])[C:6]=2[CH:5]=[C:4]([Cl:17])[CH:3]=1.[Cl:18][C:19]1[CH:24]=[CH:23][C:22](B(O)O)=[CH:21][C:20]=1[C:28]([F:31])([F:30])[F:29], predict the reaction product. The product is: [Cl:17][C:4]1[CH:3]=[C:2]([C:22]2[CH:23]=[CH:24][C:19]([Cl:18])=[C:20]([C:28]([F:31])([F:30])[F:29])[CH:21]=2)[C:10]2[N:9]3[CH2:11][CH2:12][NH:13][C:14](=[O:15])[C:8]3=[C:7]([CH3:16])[C:6]=2[CH:5]=1. (4) The product is: [CH2:1]([C:8]1[O:12][N:11]=[C:10]([C:13]([NH:15][C@H:16]2[CH2:22][O:21][C:20]3[CH:23]=[CH:24][C:25]([C:27]([NH:44][NH2:45])=[O:28])=[CH:26][C:19]=3[N:18]([CH3:30])[C:17]2=[O:31])=[O:14])[CH:9]=1)[C:2]1[CH:3]=[CH:4][CH:5]=[CH:6][CH:7]=1. Given the reactants [CH2:1]([C:8]1[O:12][N:11]=[C:10]([C:13]([NH:15][C@H:16]2[CH2:22][O:21][C:20]3[CH:23]=[CH:24][C:25]([C:27](O)=[O:28])=[CH:26][C:19]=3[N:18]([CH3:30])[C:17]2=[O:31])=[O:14])[CH:9]=1)[C:2]1[CH:7]=[CH:6][CH:5]=[CH:4][CH:3]=1.C1N=CN(C(N2C=NC=C2)=O)C=1.[NH2:44][NH2:45], predict the reaction product. (5) Given the reactants [Cl:1][C:2]1[CH:7]=[CH:6][C:5]([NH:8]C(=O)OC(C)(C)C)=[C:4]([CH:16]([C:18]2[CH:23]=[CH:22][CH:21]=[C:20]([O:24][CH2:25][CH3:26])[C:19]=2[O:27][CH2:28][CH3:29])[OH:17])[CH:3]=1.Cl.C(=O)(O)[O-].[Na+], predict the reaction product. The product is: [NH2:8][C:5]1[CH:6]=[CH:7][C:2]([Cl:1])=[CH:3][C:4]=1[CH:16]([C:18]1[CH:23]=[CH:22][CH:21]=[C:20]([O:24][CH2:25][CH3:26])[C:19]=1[O:27][CH2:28][CH3:29])[OH:17].